This data is from Full USPTO retrosynthesis dataset with 1.9M reactions from patents (1976-2016). The task is: Predict the reactants needed to synthesize the given product. (1) Given the product [C:2]([C:7]1[S:8][C:9]([CH2:12][N:13]2[CH:17]=[C:16]([NH:18][C:30]([C:26]3[N:27]=[CH:28][O:29][C:25]=3[C:19]3[CH:20]=[CH:21][CH:22]=[CH:23][CH:24]=3)=[O:31])[CH:15]=[N:14]2)=[CH:10][N:11]=1)(=[O:6])[CH3:1], predict the reactants needed to synthesize it. The reactants are: [CH3:1][C:2]1([C:7]2[S:8][C:9]([CH2:12][N:13]3[CH:17]=[C:16]([NH2:18])[CH:15]=[N:14]3)=[CH:10][N:11]=2)[O:6]CCO1.[C:19]1([C:25]2[O:29][CH:28]=[N:27][C:26]=2[C:30](O)=[O:31])[CH:24]=[CH:23][CH:22]=[CH:21][CH:20]=1. (2) Given the product [CH3:10][C:4]1[C:3]([C:47]2[CH:48]=[CH:49][C:50]([OH:51])=[CH:45][C:46]=2[C:20]#[N:25])=[C:8]([CH3:9])[N:7]=[CH:6][N:5]=1, predict the reactants needed to synthesize it. The reactants are: Br.Br[C:3]1[C:4]([CH3:10])=[N:5][CH:6]=[N:7][C:8]=1[CH3:9].P([O-])([O-])([O-])=O.[K+].[K+].[K+].C1(C2C=CC=CC=2)[C:20]([NH2:25])=CC=CC=1.C1(P(C2CCCCC2)C2C=CC=CC=2[C:45]2[C:50]([O:51]C)=[CH:49][CH:48]=[CH:47][C:46]=2OC)CCCCC1. (3) Given the product [Cl:1][C:2]1[CH:10]=[CH:9][C:8]2[N:7](/[CH:11]=[C:12](\[CH:21]3[CH2:22][CH2:23]3)/[C:14]3[CH:19]=[CH:18][C:17]([F:20])=[CH:16][CH:15]=3)[C:6]3[CH2:24][CH2:25][N:26]([CH3:28])[CH2:27][C:5]=3[C:4]=2[CH:3]=1, predict the reactants needed to synthesize it. The reactants are: [Cl:1][C:2]1[CH:10]=[CH:9][C:8]2[N:7]([CH2:11][C:12]([CH:21]3[CH2:23][CH2:22]3)([C:14]3[CH:19]=[CH:18][C:17]([F:20])=[CH:16][CH:15]=3)O)[C:6]3[CH2:24][CH2:25][N:26]([CH3:28])[CH2:27][C:5]=3[C:4]=2[CH:3]=1.S(=O)(=O)(O)O.[OH-].[K+]. (4) Given the product [C:21]([O:20][C:18]([N:4]1[C:3]([NH2:17])=[C:2]([F:1])[C:6]([C:7]2[CH:8]=[C:9]3[C:14](=[CH:15][CH:16]=2)[N:13]=[CH:12][CH:11]=[CH:10]3)=[N:5]1)=[O:19])([CH3:24])([CH3:23])[CH3:22], predict the reactants needed to synthesize it. The reactants are: [F:1][C:2]1[C:6]([C:7]2[CH:8]=[C:9]3[C:14](=[CH:15][CH:16]=2)[N:13]=[CH:12][CH:11]=[CH:10]3)=[N:5][NH:4][C:3]=1[NH2:17].[C:18](O[C:18]([O:20][C:21]([CH3:24])([CH3:23])[CH3:22])=[O:19])([O:20][C:21]([CH3:24])([CH3:23])[CH3:22])=[O:19]. (5) The reactants are: Br[C:2]1[C:3]([CH3:14])=[C:4]([Cl:13])[C:5]([OH:12])=[C:6]([CH:11]=1)[C:7]([O:9][CH3:10])=[O:8].[B:15]1([B:15]2[O:19][C:18]([CH3:21])([CH3:20])[C:17]([CH3:23])([CH3:22])[O:16]2)[O:19][C:18]([CH3:21])([CH3:20])[C:17]([CH3:23])([CH3:22])[O:16]1.C([O-])(=O)C.[K+].O. Given the product [Cl:13][C:4]1[C:5]([OH:12])=[C:6]([CH:11]=[C:2]([B:15]2[O:19][C:18]([CH3:21])([CH3:20])[C:17]([CH3:23])([CH3:22])[O:16]2)[C:3]=1[CH3:14])[C:7]([O:9][CH3:10])=[O:8], predict the reactants needed to synthesize it. (6) Given the product [CH3:1][C:2]1[CH:3]=[C:4]([CH:6]=[C:7]([CH3:9])[CH:8]=1)[NH:5][C:12]1[C:21]2[C:16](=[CH:17][CH:18]=[CH:19][CH:20]=2)[C:15]([CH2:22][C:23]2[CH:28]=[CH:27][N:26]=[CH:25][CH:24]=2)=[CH:14][N:13]=1, predict the reactants needed to synthesize it. The reactants are: [CH3:1][C:2]1[CH:3]=[C:4]([CH:6]=[C:7]([CH3:9])[CH:8]=1)[NH2:5].Cl.Cl[C:12]1[C:21]2[C:16](=[CH:17][CH:18]=[CH:19][CH:20]=2)[C:15]([CH2:22][C:23]2[CH:28]=[CH:27][N:26]=[CH:25][CH:24]=2)=[CH:14][N:13]=1. (7) Given the product [CH2:6]([C:1]1([O:7][S:8](=[O:10])(=[O:11])[NH2:9])[CH2:2][CH2:3]1)[CH3:5], predict the reactants needed to synthesize it. The reactants are: [C:1]1([O:7][S:8](=[O:11])(=[O:10])[NH2:9])[CH:6]=[CH:5]C=[CH:3][CH:2]=1.C(C1(O)CC1)C. (8) Given the product [Br:23][C:12]1[S:11][C:10]([CH2:13][N:14]([CH3:22])[C:15](=[O:21])[O:16][C:17]([CH3:18])([CH3:19])[CH3:20])=[CH:9][C:8]=1[C:7]1[C:2]([F:1])=[N:3][CH:4]=[CH:5][CH:6]=1, predict the reactants needed to synthesize it. The reactants are: [F:1][C:2]1[C:7]([C:8]2[CH:9]=[C:10]([CH2:13][N:14]([CH3:22])[C:15](=[O:21])[O:16][C:17]([CH3:20])([CH3:19])[CH3:18])[S:11][CH:12]=2)=[CH:6][CH:5]=[CH:4][N:3]=1.[Br:23]N1C(=O)CCC1=O.C(=O)([O-])O.[Na+].